This data is from Forward reaction prediction with 1.9M reactions from USPTO patents (1976-2016). The task is: Predict the product of the given reaction. (1) Given the reactants [CH2:1]([O:8][C:9](=[O:23])[CH2:10][CH:11]([NH:15][C:16]([O:18][C:19]([CH3:22])([CH3:21])[CH3:20])=[O:17])[C:12](O)=[O:13])[C:2]1[CH:7]=[CH:6][CH:5]=[CH:4][CH:3]=1.C([N:26](CC)CC)C.ClC(OCC)=O.N, predict the reaction product. The product is: [CH2:1]([O:8][C:9](=[O:23])[CH2:10][CH:11]([NH:15][C:16]([O:18][C:19]([CH3:22])([CH3:21])[CH3:20])=[O:17])[C:12]([NH2:26])=[O:13])[C:2]1[CH:7]=[CH:6][CH:5]=[CH:4][CH:3]=1. (2) Given the reactants N[C:2]1C=CC2C(=C(OC)C=CC=2)N=1.C(OC(=O)C)(=O)C.[CH3:21][C:22]1[O:23][C:24]2[C:25]([N:36]=1)=[N:26][C:27]1[C:28]([O:34][CH3:35])=[CH:29][CH:30]=[CH:31][C:32]=1[CH:33]=2.[S:37]([C:42]1[CH:48]=[CH:47][C:45]([CH3:46])=[CH:44][CH:43]=1)([O:40]C)(=[O:39])=[O:38], predict the reaction product. The product is: [NH2:36][C:25]1[C:24]([OH:23])=[CH:33][C:32]2[C:27](=[C:28]([O:34][CH3:35])[CH:29]=[CH:30][CH:31]=2)[N:26]=1.[S:37]([C:42]1[CH:48]=[CH:47][C:45]([CH3:46])=[CH:44][CH:43]=1)([O-:40])(=[O:39])=[O:38].[CH3:21][CH:22]1[NH+:36]=[C:25]2[N:26]([CH3:2])[C:27]3[C:28]([O:34][CH3:35])=[CH:29][CH:30]=[CH:31][C:32]=3[CH:33]=[C:24]2[O:23]1. (3) The product is: [OH:25][CH2:24][C:2]#[C:3][CH2:4][CH:5]1[CH2:10][CH2:9][N:8]([C:11]([O:13][C:14]([CH3:17])([CH3:16])[CH3:15])=[O:12])[CH2:7][CH2:6]1. Given the reactants Br[C:2](Br)=[CH:3][CH2:4][CH:5]1[CH2:10][CH2:9][N:8]([C:11]([O:13][C:14]([CH3:17])([CH3:16])[CH3:15])=[O:12])[CH2:7][CH2:6]1.[Li]CCCC.[CH2:24]=[O:25].[Cl-].[NH4+], predict the reaction product. (4) Given the reactants O(P(O[C:18]1[N:19]([C:24]([O:26][C:27]([CH3:30])([CH3:29])[CH3:28])=[O:25])[CH2:20][CH2:21][O:22][CH:23]=1)(OC1C=CC=CC=1)=O)C1C=CC=CC=1.C([Sn](CCCC)(CCCC)[C:36]1[O:37][CH:38]=[CH:39][CH:40]=1)CCC, predict the reaction product. The product is: [O:37]1[CH:38]=[CH:39][CH:40]=[C:36]1[C:18]1[N:19]([C:24]([O:26][C:27]([CH3:28])([CH3:29])[CH3:30])=[O:25])[CH2:20][CH2:21][O:22][CH:23]=1. (5) Given the reactants Cl.[CH2:2]([O:9][C:10]1[CH:19]=[CH:18][CH:17]=[C:16]2[C:11]=1[CH2:12][CH2:13][CH2:14][CH:15]2[C:20]([N:22]([C:29]1[CH:30]=[N:31][C:32]([CH:35]([CH3:37])[CH3:36])=[CH:33][CH:34]=1)[CH2:23][C:24]1[CH:25]=[N:26][NH:27][CH:28]=1)=[O:21])[C:3]1[CH:8]=[CH:7][CH:6]=[CH:5][CH:4]=1.Cl[CH2:39][C:40]1[CH:45]=[CH:44][N:43]=[CH:42][CH:41]=1, predict the reaction product. The product is: [CH2:2]([O:9][C:10]1[CH:19]=[CH:18][CH:17]=[C:16]2[C:11]=1[CH2:12][CH2:13][CH2:14][CH:15]2[C:20]([N:22]([C:29]1[CH:30]=[N:31][C:32]([CH:35]([CH3:37])[CH3:36])=[CH:33][CH:34]=1)[CH2:23][C:24]1[CH:25]=[N:26][N:27]([CH2:39][C:40]2[CH:45]=[CH:44][N:43]=[CH:42][CH:41]=2)[CH:28]=1)=[O:21])[C:3]1[CH:8]=[CH:7][CH:6]=[CH:5][CH:4]=1. (6) Given the reactants [C:1]([O:9][CH3:10])(=[O:8])[C:2]1[CH:7]=[CH:6][CH:5]=[CH:4][CH:3]=1.[NH2:11][CH2:12][CH2:13][CH2:14][CH2:15][CH2:16]CO.C(OC(C)C)(C)C, predict the reaction product. The product is: [C:1]([O:9][CH2:10][CH2:16][CH2:15][CH2:14][CH2:13][CH2:12][NH2:11])(=[O:8])[C:2]1[CH:7]=[CH:6][CH:5]=[CH:4][CH:3]=1. (7) Given the reactants C(Cl)(Cl)Cl.[CH3:5][C@@:6]12[O:13][C@@H:10]([CH2:11][CH2:12]1)[C:9](=[O:14])[CH2:8][C:7]2=[O:15].C([O-])(=O)C.C([O-])(=O)C.C([O-])(=O)C.[Cl:28][C:29]1[CH:34]=[CH:33][C:32]([C:35]2[CH:40]=[CH:39][C:38]([CH3:41])=[C:37]([Pb+3])[CH:36]=2)=[CH:31][CH:30]=1.Cl, predict the reaction product. The product is: [Cl:28][C:29]1[CH:30]=[CH:31][C:32]([C:35]2[CH:40]=[CH:39][C:38]([CH3:41])=[C:37]([CH:8]3[C:9](=[O:14])[C@H:10]4[O:13][C@:6]([CH3:5])([CH2:12][CH2:11]4)[C:7]3=[O:15])[CH:36]=2)=[CH:33][CH:34]=1. (8) Given the reactants [Br-:1].[Br-].[Br-].C1([N+](C)(C)C)C=CC=CC=1.C1([N+](C)(C)C)C=CC=CC=1.C1([N+](C)(C)C)C=CC=CC=1.[C:34]([C:39]1[CH:40]=[C:41]([CH:46]=[CH:47][CH:48]=1)[C:42]([O:44][CH3:45])=[O:43])(=[O:38])[CH:35]([CH3:37])[CH3:36], predict the reaction product. The product is: [CH3:45][O:44][C:42]([C:41]1[CH:40]=[C:39]([C:34](=[O:38])[C:35]([Br:1])([CH3:37])[CH3:36])[CH:48]=[CH:47][CH:46]=1)=[O:43]. (9) Given the reactants [BH4-].[Na+].[N:3]1([C:9]([N:11]2[CH2:16][CH:15]([C:17]3[CH:22]=[CH:21][C:20]([C:23]([F:26])([F:25])[F:24])=[CH:19][CH:18]=3)[CH2:14][CH:13]([C:27](O)=[O:28])[CH2:12]2)=[O:10])[CH2:8][CH2:7][O:6][CH2:5][CH2:4]1.Cl, predict the reaction product. The product is: [N:3]1([C:9]([N:11]2[CH2:16][CH:15]([C:17]3[CH:22]=[CH:21][C:20]([C:23]([F:24])([F:25])[F:26])=[CH:19][CH:18]=3)[CH2:14][CH:13]([CH2:27][OH:28])[CH2:12]2)=[O:10])[CH2:8][CH2:7][O:6][CH2:5][CH2:4]1. (10) Given the reactants Br[C:2]1[CH:7]=[CH:6][CH:5]=[CH:4][C:3]=1[CH2:8][CH2:9][CH:10]=[CH2:11].[Li]CCCC.[B:17](OC(C)C)([O:22]C(C)C)[O:18]C(C)C, predict the reaction product. The product is: [CH2:8]([C:3]1[CH:4]=[CH:5][CH:6]=[CH:7][C:2]=1[B:17]([OH:22])[OH:18])[CH2:9][CH:10]=[CH2:11].